Dataset: Reaction yield outcomes from USPTO patents with 853,638 reactions. Task: Predict the reaction yield, written as a fraction of the theoretical maximum amount of product (1.0 means a 100% yield; for example, 0.34 means a 34% yield). (1) The reactants are Cl.Cl.[Br:3][C:4]1[C:5]([NH:17][CH3:18])=[C:6]([C:14]([NH2:16])=[O:15])[S:7][C:8]=1[C:9]1[CH:10]=[N:11][NH:12][CH:13]=1.C([O-])(O)=O.[Na+].[C:24]1(=O)[CH2:28][CH2:27][CH2:26][CH2:25]1.CC1C=CC(S(O)(=O)=O)=CC=1.[O-]S([O-])(=O)=O.[Mg+2]. The catalyst is CN(C=O)C.CCOC(C)=O. The product is [Br:3][C:4]1[C:5]2[N:17]([CH3:18])[C:24]3([CH2:28][CH2:27][CH2:26][CH2:25]3)[NH:16][C:14](=[O:15])[C:6]=2[S:7][C:8]=1[C:9]1[CH:10]=[N:11][NH:12][CH:13]=1. The yield is 0.430. (2) The reactants are C([N:8]1[C:12]([CH2:13][CH2:14][C:15]([O:17][CH2:18][CH3:19])=[O:16])=[CH:11][C:10]([O:20][CH2:21][CH2:22][CH3:23])=[N:9]1)C1C=CC=CC=1.C(O)=O. The catalyst is C(O)C.[C].[Pd]. The product is [CH2:21]([O:20][C:10]1[CH:11]=[C:12]([CH2:13][CH2:14][C:15]([O:17][CH2:18][CH3:19])=[O:16])[NH:8][N:9]=1)[CH2:22][CH3:23]. The yield is 1.00. (3) The reactants are O.[OH-].[Na+].[F:4][C:5]1[C:6]([CH2:14][C:15]#[N:16])=[CH:7][C:8]2[O:12][CH2:11][O:10][C:9]=2[CH:13]=1.Br[CH2:18][CH2:19]Cl. The catalyst is [Br-].C([N+](CCCC)(CCCC)CCCC)CCC.C1(C)C=CC=CC=1. The product is [F:4][C:5]1[C:6]([C:14]2([C:15]#[N:16])[CH2:19][CH2:18]2)=[CH:7][C:8]2[O:12][CH2:11][O:10][C:9]=2[CH:13]=1. The yield is 0.600. (4) The reactants are [BrH:1].[CH3:2][O:3][C:4]1[CH:5]=[C:6]([C:12]#[CH:13])[CH:7]=[CH:8][C:9]=1[O:10][CH3:11]. No catalyst specified. The product is [Br:1][C:12]([C:6]1[CH:7]=[CH:8][C:9]([O:10][CH3:11])=[C:4]([O:3][CH3:2])[CH:5]=1)=[CH2:13]. The yield is 0.870. (5) The reactants are [H-].[Al+3].[Li+].[H-].[H-].[H-].O1CCCC1.[CH2:12]([O:15][CH2:16][CH2:17][C:18]1[CH:25]=[CH:24][C:21]([C:22]#[N:23])=[CH:20][CH:19]=1)[CH2:13][CH3:14].[OH-].[Na+]. The catalyst is O. The product is [CH2:12]([O:15][CH2:16][CH2:17][C:18]1[CH:19]=[CH:20][C:21]([CH2:22][NH2:23])=[CH:24][CH:25]=1)[CH2:13][CH3:14]. The yield is 1.03.